This data is from Full USPTO retrosynthesis dataset with 1.9M reactions from patents (1976-2016). The task is: Predict the reactants needed to synthesize the given product. (1) Given the product [Cl:19][C:17]1[CH:16]=[CH:15][C:14]2[N:8]([CH2:7][C:6]([CH3:44])([CH3:45])[CH2:5][OH:4])[C:9](=[O:43])[C@@H:10]([CH2:30][C:31]3[O:35][C:34]([CH:6]([CH3:7])[C:5]([OH:4])=[O:46])=[N:33][N:32]=3)[O:11][C@H:12]([C:20]3[CH:25]=[CH:24][CH:23]=[C:22]([O:26][CH3:27])[C:21]=3[O:28][CH3:29])[C:13]=2[CH:18]=1, predict the reactants needed to synthesize it. The reactants are: C([O:4][CH2:5][C:6]([CH3:45])([CH3:44])[CH2:7][N:8]1[C:14]2[CH:15]=[CH:16][C:17]([Cl:19])=[CH:18][C:13]=2[C@@H:12]([C:20]2[CH:25]=[CH:24][CH:23]=[C:22]([O:26][CH3:27])[C:21]=2[O:28][CH3:29])[O:11][C@H:10]([CH2:30][C:31]2[O:35][C:34](CCC(OCC)=O)=[N:33][N:32]=2)[C:9]1=[O:43])(=O)C.[OH-:46].[Na+]. (2) Given the product [CH3:43][O:42][C:38]1[CH:37]=[C:36]([C:2]2[CH:3]=[C:4]3[C:10]([C:11]4[CH:21]=[CH:20][C:14]([CH2:15][NH:16][C:17](=[O:19])[CH3:18])=[CH:13][CH:12]=4)=[CH:9][NH:8][C:5]3=[N:6][CH:7]=2)[CH:35]=[C:34]([O:33][CH3:32])[C:39]=1[O:40][CH3:41], predict the reactants needed to synthesize it. The reactants are: Br[C:2]1[CH:3]=[C:4]2[C:10]([C:11]3[CH:21]=[CH:20][C:14]([CH2:15][NH:16][C:17](=[O:19])[CH3:18])=[CH:13][CH:12]=3)=[CH:9][N:8](S(C3C=CC(C)=CC=3)(=O)=O)[C:5]2=[N:6][CH:7]=1.[CH3:32][O:33][C:34]1[CH:35]=[C:36](B(O)O)[CH:37]=[C:38]([O:42][CH3:43])[C:39]=1[O:40][CH3:41].CCOC(C)=O.